Dataset: Reaction yield outcomes from USPTO patents with 853,638 reactions. Task: Predict the reaction yield, written as a fraction of the theoretical maximum amount of product (1.0 means a 100% yield; for example, 0.34 means a 34% yield). (1) The reactants are [CH3:1][N:2]1[C:7](=[O:8])[C:6]2[CH:9]=[C:10]([C:12]([N:14]3[CH2:19][CH2:18][N:17]([S:20]([CH3:23])(=[O:22])=[O:21])[CH2:16][CH2:15]3)=O)[O:11][C:5]=2[C:4]([C:24]2[CH:29]=[CH:28][N:27]=[C:26]([O:30][CH2:31][CH:32]3[CH2:37][CH2:36][O:35][CH2:34][CH2:33]3)[CH:25]=2)=[N:3]1.B.C1COCC1. The catalyst is CO. The product is [CH3:1][N:2]1[C:7](=[O:8])[C:6]2[CH:9]=[C:10]([CH2:12][N:14]3[CH2:19][CH2:18][N:17]([S:20]([CH3:23])(=[O:21])=[O:22])[CH2:16][CH2:15]3)[O:11][C:5]=2[C:4]([C:24]2[CH:29]=[CH:28][N:27]=[C:26]([O:30][CH2:31][CH:32]3[CH2:33][CH2:34][O:35][CH2:36][CH2:37]3)[CH:25]=2)=[N:3]1. The yield is 0.0500. (2) The reactants are [S-2].[Na+].[Na+].[CH3:4][N:5]([CH3:23])[CH2:6][CH:7]([C:16]1([OH:22])[CH2:21][CH2:20][CH2:19][CH2:18][CH2:17]1)[C:8]1[CH:13]=[CH:12][C:11]([O:14]C)=[CH:10][CH:9]=1.O. The catalyst is CN1CCCC1=O. The product is [CH3:23][N:5]([CH3:4])[CH2:6][CH:7]([C:16]1([OH:22])[CH2:17][CH2:18][CH2:19][CH2:20][CH2:21]1)[C:8]1[CH:13]=[CH:12][C:11]([OH:14])=[CH:10][CH:9]=1. The yield is 0.520. (3) The reactants are [OH:1][C:2]1[CH:3]=[C:4]2[C:9](=[CH:10][CH:11]=1)[NH:8][C:7](=[O:12])[CH2:6][CH2:5]2.C(=O)([O-])[O-].[K+].[K+].I[CH2:20][CH3:21]. The catalyst is CN(C=O)C. The product is [CH2:20]([O:1][C:2]1[CH:3]=[C:4]2[C:9](=[CH:10][CH:11]=1)[NH:8][C:7](=[O:12])[CH2:6][CH2:5]2)[CH3:21]. The yield is 0.690. (4) The reactants are Br[C:2]1[CH:3]=[N+:4]([O-])[CH:5]=[CH:6][C:7]=1[N+:8]([O-:10])=[O:9].[CH3:12][C:13]([O:16][C:17]([NH:19][CH:20]1[CH2:25][NH:24][CH2:23][CH2:22][CH2:21]1)=[O:18])([CH3:15])[CH3:14].C(N(C(C)C)CC)(C)C. No catalyst specified. The product is [N+:8]([C:7]1[CH:6]=[CH:5][N:4]=[CH:3][C:2]=1[N:24]1[CH2:23][CH2:22][CH2:21][CH:20]([NH:19][C:17](=[O:18])[O:16][C:13]([CH3:14])([CH3:12])[CH3:15])[CH2:25]1)([O-:10])=[O:9]. The yield is 0.650. (5) The reactants are [NH2:1][C:2]1[C:3]([C:15]([NH:17][CH3:18])=[O:16])=[N:4][C:5]([C:8]2[CH:13]=[CH:12][CH:11]=[C:10]([OH:14])[CH:9]=2)=[CH:6][N:7]=1.CN(C=O)C.[Br:24][CH2:25][CH2:26]Br.C(=O)([O-])[O-].[Cs+].[Cs+]. The catalyst is C(OCC)(=O)C. The product is [NH2:1][C:2]1[C:3]([C:15]([NH:17][CH3:18])=[O:16])=[N:4][C:5]([C:8]2[CH:13]=[CH:12][CH:11]=[C:10]([O:14][CH2:26][CH2:25][Br:24])[CH:9]=2)=[CH:6][N:7]=1. The yield is 0.340. (6) The catalyst is O1CCOCC1. The yield is 0.830. The reactants are [CH3:1][O:2][C:3]1[N:8]=[CH:7][C:6]([NH:9][C:10]2[C:15]([C:16]3[CH:21]=[C:20](S(C)=O)[N:19]=[C:18]([CH3:25])[N:17]=3)=[N:14][CH:13]=[CH:12][N:11]=2)=[CH:5][CH:4]=1.[OH-].[NH4+:27]. The product is [CH3:1][O:2][C:3]1[N:8]=[CH:7][C:6]([NH:9][C:10]2[C:15]([C:16]3[N:17]=[C:18]([CH3:25])[N:19]=[C:20]([NH2:27])[CH:21]=3)=[N:14][CH:13]=[CH:12][N:11]=2)=[CH:5][CH:4]=1. (7) The yield is 0.980. The catalyst is CC#N. The product is [Br-:8].[CH3:11][P+:12]([CH3:14])([CH3:13])[CH2:7][C:6]1[CH:9]=[CH:10][C:3]([CH:1]=[CH2:2])=[CH:4][CH:5]=1. The reactants are [CH:1]([C:3]1[CH:10]=[CH:9][C:6]([CH2:7][Br:8])=[CH:5][CH:4]=1)=[CH2:2].[CH3:11][P:12]([CH3:14])[CH3:13].